From a dataset of Full USPTO retrosynthesis dataset with 1.9M reactions from patents (1976-2016). Predict the reactants needed to synthesize the given product. Given the product [Cl:32][C:18]1[C:19]([NH:21][C:22]2[C:30]([F:31])=[CH:29][CH:28]=[CH:27][C:23]=2[C:24]([NH2:26])=[O:25])=[N:20][C:15]([NH:1][C:2]2[CH:3]=[CH:4][C:5]3[CH2:11][CH2:10][CH2:9][C:8](=[O:12])[NH:7][C:6]=3[CH:13]=2)=[N:16][CH:17]=1, predict the reactants needed to synthesize it. The reactants are: [NH2:1][C:2]1[CH:3]=[CH:4][C:5]2[CH2:11][CH2:10][CH2:9][C:8](=[O:12])[NH:7][C:6]=2[CH:13]=1.Cl[C:15]1[N:20]=[C:19]([NH:21][C:22]2[C:30]([F:31])=[CH:29][CH:28]=[CH:27][C:23]=2[C:24]([NH2:26])=[O:25])[C:18]([Cl:32])=[CH:17][N:16]=1.